From a dataset of Forward reaction prediction with 1.9M reactions from USPTO patents (1976-2016). Predict the product of the given reaction. (1) Given the reactants [Cl:1][C:2]1[CH:3]=[C:4]([C:8](O)=[CH:9][C:10]2[CH:15]=[CH:14][N:13]=[CH:12][N:11]=2)[CH:5]=[CH:6][CH:7]=1.Cl.[NH2:18][OH:19].[OH-].[Na+], predict the reaction product. The product is: [Cl:1][C:2]1[CH:3]=[C:4]([C:8](=[N:18][OH:19])[CH2:9][C:10]2[CH:15]=[CH:14][N:13]=[CH:12][N:11]=2)[CH:5]=[CH:6][CH:7]=1. (2) Given the reactants [CH:1]1([Mg]Br)[CH2:3][CH2:2]1.Br[C:7]1[CH:12]=[CH:11][CH:10]=[C:9]([CH:13]2[O:17][CH2:16][CH2:15][O:14]2)[N:8]=1, predict the reaction product. The product is: [CH:1]1([C:7]2[CH:12]=[CH:11][CH:10]=[C:9]([CH:13]3[O:14][CH2:15][CH2:16][O:17]3)[N:8]=2)[CH2:3][CH2:2]1. (3) Given the reactants [C:1]([C:3]1[CH:4]=[C:5]([CH2:18][N:19]2[C:23]([CH3:24])=[CH:22][C:21](C(O)=O)=[N:20]2)[C:6]2[O:10][C:9]([C:11]3[CH:16]=[CH:15][CH:14]=[CH:13][CH:12]=3)=[CH:8][C:7]=2[CH:17]=1)#[N:2].C1(P(N=[N+]=[N-])(C2C=CC=CC=2)=[O:35])C=CC=CC=1.[CH2:45]([Si:47]([CH2:53]C)([CH2:51]C)[CH2:48][CH2:49][OH:50])C.C([N:57]([CH2:60]C)CC)C, predict the reaction product. The product is: [C:1]([C:3]1[CH:4]=[C:5]([CH2:18][N:19]2[C:23]([CH3:24])=[CH:22][C:21]([NH:57][C:60](=[O:35])[O:50][CH2:49][CH2:48][Si:47]([CH3:53])([CH3:51])[CH3:45])=[N:20]2)[C:6]2[O:10][C:9]([C:11]3[CH:16]=[CH:15][CH:14]=[CH:13][CH:12]=3)=[CH:8][C:7]=2[CH:17]=1)#[N:2]. (4) Given the reactants [CH3:1][O:2][C:3]1[CH:4]=[C:5]2[C:9](=[CH:10][CH:11]=1)[NH:8][C:7]([C:12]([NH2:14])=[O:13])=[CH:6]2.[NH2:15][C:16]1[CH:21]=[CH:20][CH:19]=[CH:18][C:17]=1[S:22][S:22][C:17]1[CH:18]=[CH:19][CH:20]=[CH:21][C:16]=1[NH2:15], predict the reaction product. The product is: [NH2:15][C:16]1[CH:21]=[CH:20][CH:19]=[CH:18][C:17]=1[S:22][C:6]1[C:5]2[C:9](=[CH:10][CH:11]=[C:3]([O:2][CH3:1])[CH:4]=2)[NH:8][C:7]=1[C:12]([NH2:14])=[O:13]. (5) Given the reactants [F:1][C:2]([C:6]1[C:7]([C:17]([O:19]CC)=[O:18])=[N:8][O:9][C:10]=1[C:11]1[CH:16]=[CH:15][CH:14]=[CH:13][CH:12]=1)([F:5])[CH2:3][CH3:4].[OH-].[Na+], predict the reaction product. The product is: [F:1][C:2]([C:6]1[C:7]([C:17]([OH:19])=[O:18])=[N:8][O:9][C:10]=1[C:11]1[CH:12]=[CH:13][CH:14]=[CH:15][CH:16]=1)([F:5])[CH2:3][CH3:4].